From a dataset of Catalyst prediction with 721,799 reactions and 888 catalyst types from USPTO. Predict which catalyst facilitates the given reaction. (1) Reactant: [Li+].CCC[CH2-].[C:6]([O:10][C:11]([NH:13][C:14]1[CH:15]=[CH:16][C:17]([F:38])=[C:18]([C@:20]2([CH3:37])[CH2:25][N:24]3[CH:26]=[CH:27][N:28]=[C:23]3[C:22]([NH:29][C:30](=[O:36])[O:31][C:32]([CH3:35])([CH3:34])[CH3:33])=[N:21]2)[CH:19]=1)=[O:12])([CH3:9])([CH3:8])[CH3:7].[CH2:39]=[O:40]. Product: [C:6]([O:10][C:11]([NH:13][C:14]1[CH:15]=[CH:16][C:17]([F:38])=[C:18]([C@:20]2([CH3:37])[CH2:25][N:24]3[C:26]([CH2:39][OH:40])=[CH:27][N:28]=[C:23]3[C:22]([NH:29][C:30](=[O:36])[O:31][C:32]([CH3:35])([CH3:34])[CH3:33])=[N:21]2)[CH:19]=1)=[O:12])([CH3:9])([CH3:7])[CH3:8]. The catalyst class is: 49. (2) Reactant: [Cl:1][C:2]1[C:3]([N:11]2[CH2:16][CH2:15][CH:14]([C:17]([O:19][CH3:20])=[O:18])[CH2:13][CH2:12]2)=[N:4][CH:5]=[C:6]([CH:10]=1)[C:7]([OH:9])=[O:8].C(NC(=NC(C)C)O[C:27]([CH3:30])([CH3:29])[CH3:28])(C)C. Product: [Cl:1][C:2]1[C:3]([N:11]2[CH2:12][CH2:13][CH:14]([C:17]([O:19][CH3:20])=[O:18])[CH2:15][CH2:16]2)=[N:4][CH:5]=[C:6]([CH:10]=1)[C:7]([O:9][C:27]([CH3:30])([CH3:29])[CH3:28])=[O:8]. The catalyst class is: 1. (3) Reactant: [N:1]1[N:2]=[N:3][N:4]2[C:9]=1[CH:8]=[CH:7][C:6]([C:10]#[N:11])=[N:5]2.Cl. Product: [N:1]1[N:2]=[N:3][N:4]2[C:9]=1[CH:8]=[CH:7][C:6]([CH2:10][NH2:11])=[N:5]2. The catalyst class is: 43. (4) Reactant: [Cl:1][C:2]1[CH:3]=[C:4]([NH2:9])[CH:5]=[N:6][C:7]=1[Cl:8].[O:10](C(OC(C)(C)C)=O)[C:11]([O:13][C:14]([CH3:17])([CH3:16])[CH3:15])=O. The catalyst class is: 1. Product: [Cl:1][C:2]1[CH:3]=[C:4]([NH:9][C:11](=[O:10])[O:13][C:14]([CH3:17])([CH3:16])[CH3:15])[CH:5]=[N:6][C:7]=1[Cl:8]. (5) Reactant: [Cl:1][C:2]1[CH:7]=[CH:6][C:5]([CH:8]=[CH:9][C:10]2[O:11][CH:12]=[C:13]([CH2:15]Cl)[N:14]=2)=[C:4]([F:17])[CH:3]=1.C([O-])(=[O:20])C.[Na+]. Product: [Cl:1][C:2]1[CH:7]=[CH:6][C:5]([CH:8]=[CH:9][C:10]2[O:11][CH:12]=[C:13]([CH2:15][OH:20])[N:14]=2)=[C:4]([F:17])[CH:3]=1. The catalyst class is: 15.